Dataset: Forward reaction prediction with 1.9M reactions from USPTO patents (1976-2016). Task: Predict the product of the given reaction. (1) The product is: [CH3:1][C:2]1[NH:3][C:4]2[C:9]([C:10]=1[CH3:11])=[CH:8][C:7]([O:12][C:13]1[C:22]3[C:17](=[CH:18][C:19]([O:25][CH2:27][CH2:28][N:29]4[CH2:34][CH2:33][O:32][CH2:31][CH2:30]4)=[C:20]([O:23][CH3:24])[CH:21]=3)[N:16]=[CH:15][N:14]=1)=[CH:6][CH:5]=2. Given the reactants [CH3:1][C:2]1[NH:3][C:4]2[C:9]([C:10]=1[CH3:11])=[CH:8][C:7]([O:12][C:13]1[C:22]3[C:17](=[CH:18][C:19]([OH:25])=[C:20]([O:23][CH3:24])[CH:21]=3)[N:16]=[CH:15][N:14]=1)=[CH:6][CH:5]=2.O[CH2:27][CH2:28][N:29]1[CH2:34][CH2:33][O:32][CH2:31][CH2:30]1, predict the reaction product. (2) Given the reactants C(O)(=O)C1C=CC=CC=1.[Cl:10][C:11]1[N:15]=[C:14]([C:16]2[CH:21]=[CH:20][CH:19]=[C:18]([C:22]([F:25])([F:24])[F:23])[CH:17]=2)[N:13]([CH3:26])[C:12]=1[C:27](O)=[O:28].[NH:30]1[CH2:35][CH2:34][CH:33]([N:36]2[CH2:40][CH2:39][CH2:38][C@H:37]2[CH2:41][O:42]C(=O)C2C=CC=CC=2)[CH2:32][CH2:31]1, predict the reaction product. The product is: [Cl:10][C:11]1[N:15]=[C:14]([C:16]2[CH:21]=[CH:20][CH:19]=[C:18]([C:22]([F:25])([F:23])[F:24])[CH:17]=2)[N:13]([CH3:26])[C:12]=1[C:27]([N:30]1[CH2:31][CH2:32][CH:33]([N:36]2[CH2:40][CH2:39][CH2:38][C@H:37]2[CH2:41][OH:42])[CH2:34][CH2:35]1)=[O:28]. (3) Given the reactants [C:1]1([CH:7]([OH:18])[C:8]#[C:9][CH2:10][O:11][CH:12]2[CH2:17][CH2:16][CH2:15][CH2:14][O:13]2)[CH:6]=[CH:5][CH:4]=[CH:3][CH:2]=1, predict the reaction product. The product is: [C:1]1([C:7](=[O:18])[C:8]#[C:9][CH2:10][O:11][CH:12]2[CH2:17][CH2:16][CH2:15][CH2:14][O:13]2)[CH:2]=[CH:3][CH:4]=[CH:5][CH:6]=1. (4) Given the reactants [OH-].[Na+].[C:3]([C:7]1[CH:15]=[C:14]([C:16]([CH3:19])([CH3:18])[CH3:17])[CH:13]=[C:9]([C:10]([OH:12])=[O:11])[C:8]=1[OH:20])([CH3:6])([CH3:5])[CH3:4].[Cl-].[Cr+3:22].[Cl-].[Cl-], predict the reaction product. The product is: [C:3]([C:7]1[CH:15]=[C:14]([C:16]([CH3:19])([CH3:18])[CH3:17])[CH:13]=[C:9]([C:10]([O-:12])=[O:11])[C:8]=1[OH:20])([CH3:6])([CH3:5])[CH3:4].[Cr+3:22].[C:3]([C:7]1[CH:15]=[C:14]([C:16]([CH3:19])([CH3:18])[CH3:17])[CH:13]=[C:9]([C:10]([O-:12])=[O:11])[C:8]=1[OH:20])([CH3:6])([CH3:5])[CH3:4].[C:3]([C:7]1[CH:15]=[C:14]([C:16]([CH3:19])([CH3:18])[CH3:17])[CH:13]=[C:9]([C:10]([O-:12])=[O:11])[C:8]=1[OH:20])([CH3:6])([CH3:5])[CH3:4]. (5) Given the reactants [Br-].C1([P+](C2C=CC=CC=2)(C2C=CC=CC=2)[CH2:9][C:10]2[C:15]([F:16])=[CH:14][CH:13]=[C:12]([F:17])[C:11]=2[F:18])C=CC=CC=1.CC(C)([O-])C.[K+].[F:37][C:38]1[CH:43]=[CH:42][C:41]([N:44]2[C:48]([C:49]([O:51][CH2:52][CH3:53])=[O:50])=[CH:47][N:46]=[C:45]2[CH:54]=O)=[CH:40][CH:39]=1, predict the reaction product. The product is: [F:37][C:38]1[CH:39]=[CH:40][C:41]([N:44]2[C:48]([C:49]([O:51][CH2:52][CH3:53])=[O:50])=[CH:47][N:46]=[C:45]2/[CH:54]=[CH:9]/[C:10]2[C:15]([F:16])=[CH:14][CH:13]=[C:12]([F:17])[C:11]=2[F:18])=[CH:42][CH:43]=1. (6) Given the reactants C(OC([N:8]1[CH2:14][CH2:13][CH2:12][N:11]([C:15]2[N:23]([CH2:24][CH:25]=[C:26]([CH3:28])[CH3:27])[C:22]3[C:21](=[O:29])[N:20]([CH2:30][C:31]4[C:40]5[C:35](=[CH:36][CH:37]=[CH:38][CH:39]=5)[CH:34]=[CH:33][N:32]=4)[C:19](=[O:41])[N:18]([CH3:42])[C:17]=3[C:16]=2[C:43](=[O:47])[N:44]([CH3:46])[CH3:45])[CH2:10][CH2:9]1)=O)(C)(C)C.FC(F)(F)C(O)=O.C(=O)(O)[O-].[Na+].C(=O)=O, predict the reaction product. The product is: [N:11]1([C:15]2[N:23]([CH2:24][CH:25]=[C:26]([CH3:27])[CH3:28])[C:22]3[C:21](=[O:29])[N:20]([CH2:30][C:31]4[C:40]5[C:35](=[CH:36][CH:37]=[CH:38][CH:39]=5)[CH:34]=[CH:33][N:32]=4)[C:19](=[O:41])[N:18]([CH3:42])[C:17]=3[C:16]=2[C:43]([N:44]([CH3:45])[CH3:46])=[O:47])[CH2:12][CH2:13][CH2:14][NH:8][CH2:9][CH2:10]1. (7) Given the reactants [N:1]1([S:10]([C:13]2[CH:14]=[C:15]([CH:19]=[CH:20][CH:21]=2)[C:16](O)=[O:17])(=[O:12])=[O:11])[C:9]2[C:4](=[CH:5][CH:6]=[CH:7][CH:8]=2)[CH2:3][CH2:2]1.[CH3:22][O:23][C:24]1[CH:25]=[C:26]([CH:28]=[CH:29][CH:30]=1)[NH2:27], predict the reaction product. The product is: [N:1]1([S:10]([C:13]2[CH:14]=[C:15]([CH:19]=[CH:20][CH:21]=2)[C:16]([NH:27][C:26]2[CH:28]=[CH:29][CH:30]=[C:24]([O:23][CH3:22])[CH:25]=2)=[O:17])(=[O:11])=[O:12])[C:9]2[C:4](=[CH:5][CH:6]=[CH:7][CH:8]=2)[CH2:3][CH2:2]1.